Predict the reactants needed to synthesize the given product. From a dataset of Full USPTO retrosynthesis dataset with 1.9M reactions from patents (1976-2016). (1) Given the product [CH3:1][C:2]1[CH:3]=[C:4]([NH:15][C:16]2[C:25]3[C:20](=[CH:21][CH:22]=[C:23]([C:26]#[C:27][CH:28]4[CH2:33][CH2:32][CH2:31][N:30]([CH2:34][CH2:35][CH3:36])[CH2:29]4)[CH:24]=3)[N:19]=[CH:18][N:17]=2)[CH:5]=[CH:6][C:7]=1[O:8][C:9]1[CH:14]=[CH:13][CH:12]=[CH:11][CH:10]=1, predict the reactants needed to synthesize it. The reactants are: [CH3:1][C:2]1[CH:3]=[C:4]([NH:15][C:16]2[C:25]3[C:20](=[CH:21][CH:22]=[C:23]([C:26]#[C:27][CH:28]4[CH2:33][CH2:32][CH2:31][NH:30][CH2:29]4)[CH:24]=3)[N:19]=[CH:18][N:17]=2)[CH:5]=[CH:6][C:7]=1[O:8][C:9]1[CH:14]=[CH:13][CH:12]=[CH:11][CH:10]=1.[CH:34](=O)[CH2:35][CH3:36].[BH3-]C#N.[Na+].Cl. (2) The reactants are: [N:1]([C:4]1[CH:13]=[CH:12][C:7]([C:8]([O:10][CH3:11])=[O:9])=[CH:6][C:5]=1[O:14][CH2:15][CH3:16])=[N+:2]=[N-:3].[C:17]([O:21][CH2:22][CH3:23])(=[O:20])[C:18]#[CH:19]. Given the product [CH2:15]([O:14][C:5]1[CH:6]=[C:7]([C:8]([O:10][CH3:11])=[O:9])[CH:12]=[CH:13][C:4]=1[N:1]1[CH:19]=[C:18]([C:17]([O:21][CH2:22][CH3:23])=[O:20])[N:3]=[N:2]1)[CH3:16], predict the reactants needed to synthesize it. (3) Given the product [Cl:2][C:3]1[CH:11]=[C:10]2[C:6]([C:7]([NH:20][C:21]([NH:23][C:24]3[CH:29]=[CH:28][CH:27]=[CH:26][CH:25]=3)=[O:22])=[N:8][NH:9]2)=[CH:5][C:4]=1[C:30]1[CH:35]=[CH:34][CH:33]=[CH:32][CH:31]=1, predict the reactants needed to synthesize it. The reactants are: Cl.[Cl:2][C:3]1[CH:11]=[C:10]2[C:6]([C:7]([NH:20][C:21]([NH:23][C:24]3[CH:29]=[CH:28][CH:27]=[CH:26][CH:25]=3)=[O:22])=[N:8][N:9]2COCC[Si](C)(C)C)=[CH:5][C:4]=1[C:30]1[CH:35]=[CH:34][CH:33]=[CH:32][CH:31]=1. (4) Given the product [Br:1][C:2]1[C:9]([O:10][CH2:18][CH3:19])=[C:8]([O:11][CH2:15][CH3:16])[C:7]([N+:12]([O-:14])=[O:13])=[CH:6][C:3]=1[CH:4]=[O:5], predict the reactants needed to synthesize it. The reactants are: [Br:1][C:2]1[C:9]([OH:10])=[C:8]([OH:11])[C:7]([N+:12]([O-:14])=[O:13])=[CH:6][C:3]=1[CH:4]=[O:5].[CH2:15](Br)[CH3:16].[CH:18](N(CC)C(C)C)(C)[CH3:19].O.